The task is: Regression. Given a peptide amino acid sequence and an MHC pseudo amino acid sequence, predict their binding affinity value. This is MHC class II binding data.. This data is from Peptide-MHC class II binding affinity with 134,281 pairs from IEDB. (1) The peptide sequence is SPALFLSFLYTLELK. The binding affinity (normalized) is 0.568. The MHC is DRB5_0101 with pseudo-sequence DRB5_0101. (2) The peptide sequence is LTKLAAAWGGSGSEA. The MHC is DRB1_1101 with pseudo-sequence DRB1_1101. The binding affinity (normalized) is 0.194. (3) The peptide sequence is NKSSGPNELGRFKHTDAC. The MHC is DRB1_0701 with pseudo-sequence DRB1_0701. The binding affinity (normalized) is 0.373. (4) The peptide sequence is TLEALDYKECEWPLT. The MHC is DRB1_1101 with pseudo-sequence DRB1_1101. The binding affinity (normalized) is 0. (5) The peptide sequence is AVWGKNSCAKNYNCK. The MHC is DRB1_0405 with pseudo-sequence DRB1_0405. The binding affinity (normalized) is 0.229. (6) The MHC is H-2-IAb with pseudo-sequence H-2-IAb. The peptide sequence is APKYVRSAKLRL. The binding affinity (normalized) is 0.0444.